Predict the reactants needed to synthesize the given product. From a dataset of Full USPTO retrosynthesis dataset with 1.9M reactions from patents (1976-2016). Given the product [CH3:19][O:20][C:21]([C:22]1[CH:27]=[CH:26][C:25]2[NH:28][C:36]([CH2:35][O:34][C:31]3[CH:32]=[CH:37][C:4]([N+:1]([O-:3])=[O:2])=[CH:5][CH:6]=3)=[N:29][C:24]=2[CH:23]=1)=[O:30], predict the reactants needed to synthesize it. The reactants are: [N+:1]([CH2:4][CH2:5][CH2:6]CC1C=CC=CC=1OCC(O)=O)([O-:3])=[O:2].[CH3:19][O:20][C:21](=[O:30])[C:22]1[CH:27]=[CH:26][C:25]([NH2:28])=[C:24]([NH2:29])[CH:23]=1.[C:31]([O:34][CH2:35][CH3:36])(=O)[CH3:32].[C:37](=O)(O)[O-].[Na+].